Dataset: Full USPTO retrosynthesis dataset with 1.9M reactions from patents (1976-2016). Task: Predict the reactants needed to synthesize the given product. (1) Given the product [CH:28]1([C:31]2[CH:32]=[CH:33][CH:34]=[C:35]3[C:40]=2[N:39]=[C:38]([C:41]([N:9]2[CH2:10][CH2:11][C:6]4([CH2:5][C:4](=[O:3])[C:18]5[C:13](=[CH:14][CH:15]=[C:16]([C:19]6[CH:20]=[N:21][CH:22]=[C:23]([CH:27]=6)[C:24]([OH:26])=[O:25])[CH:17]=5)[O:12]4)[CH2:7][CH2:8]2)=[O:42])[CH:37]=[C:36]3[O:48][CH3:49])[CH2:29][CH2:30]1, predict the reactants needed to synthesize it. The reactants are: Cl.Cl.[O:3]=[C:4]1[C:18]2[C:13](=[CH:14][CH:15]=[C:16]([C:19]3[CH:20]=[N:21][CH:22]=[C:23]([CH:27]=3)[C:24]([OH:26])=[O:25])[CH:17]=2)[O:12][C:6]2([CH2:11][CH2:10][NH:9][CH2:8][CH2:7]2)[CH2:5]1.[CH:28]1([C:31]2[CH:32]=[CH:33][CH:34]=[C:35]3[C:40]=2[N:39]=[C:38]([C:41](N2C=CN=C2)=[O:42])[CH:37]=[C:36]3[O:48][CH3:49])[CH2:30][CH2:29]1.Cl. (2) Given the product [C:1]([C:5]1[CH:10]=[CH:9][C:8]([C:11]2[N:12]([C:32]([N:42]3[CH2:41][CH2:40][N:39]([CH2:45][CH2:46][N:47]4[CH2:48][CH2:49][O:50][CH2:51][CH2:52]4)[CH2:44][CH2:43]3)=[O:33])[C@@:13]([C:25]3[CH:30]=[CH:29][C:28]([Cl:31])=[CH:27][CH:26]=3)([CH3:24])[C@@:14]([C:17]3[CH:22]=[CH:21][C:20]([Cl:23])=[CH:19][CH:18]=3)([CH3:16])[N:15]=2)=[C:7]([O:35][CH:36]([CH3:38])[CH3:37])[CH:6]=1)([CH3:3])([CH3:4])[CH3:2], predict the reactants needed to synthesize it. The reactants are: [C:1]([C:5]1[CH:10]=[CH:9][C:8]([C:11]2[N:12]([C:32](Cl)=[O:33])[C:13]([C:25]3[CH:30]=[CH:29][C:28]([Cl:31])=[CH:27][CH:26]=3)([CH3:24])[C:14]([C:17]3[CH:22]=[CH:21][C:20]([Cl:23])=[CH:19][CH:18]=3)([CH3:16])[N:15]=2)=[C:7]([O:35][CH:36]([CH3:38])[CH3:37])[CH:6]=1)([CH3:4])([CH3:3])[CH3:2].[N:39]1([CH2:45][CH2:46][N:47]2[CH2:52][CH2:51][O:50][CH2:49][CH2:48]2)[CH2:44][CH2:43][NH:42][CH2:41][CH2:40]1. (3) Given the product [Cl:16][C:17]1[CH:18]=[C:19]([CH:22]=[CH:23][CH:24]=1)[CH2:20][O:1][C:2]1[CH:3]=[CH:4][C:5]([O:6][C:7]([CH3:12])([CH3:13])[C:8]([NH:10][CH3:11])=[O:9])=[CH:14][CH:15]=1, predict the reactants needed to synthesize it. The reactants are: [OH:1][C:2]1[CH:15]=[CH:14][C:5]([O:6][C:7]([CH3:13])([CH3:12])[C:8]([NH:10][CH3:11])=[O:9])=[CH:4][CH:3]=1.[Cl:16][C:17]1[CH:18]=[C:19]([CH:22]=[CH:23][CH:24]=1)[CH2:20]Br.C(=O)([O-])[O-].[K+].[K+]. (4) Given the product [S:41]([O:1][C:2]1[CH:3]=[CH:4][C:5]([C:8]2[CH:16]=[CH:15][C:14]([C:17]3[N:18]([C:33]([O:35][C:36]([CH3:37])([CH3:39])[CH3:38])=[O:34])[C:19]4[C:24]([CH:25]=3)=[CH:23][C:22]([CH2:26][N:27]3[CH2:32][CH2:31][CH2:30][CH2:29][CH2:28]3)=[CH:21][CH:20]=4)=[C:13]3[C:9]=2[CH2:10][NH:11][C:12]3=[O:40])=[CH:6][CH:7]=1)(=[O:44])(=[O:43])[NH2:42], predict the reactants needed to synthesize it. The reactants are: [OH:1][C:2]1[CH:7]=[CH:6][C:5]([C:8]2[CH:16]=[CH:15][C:14]([C:17]3[N:18]([C:33]([O:35][C:36]([CH3:39])([CH3:38])[CH3:37])=[O:34])[C:19]4[C:24]([CH:25]=3)=[CH:23][C:22]([CH2:26][N:27]3[CH2:32][CH2:31][CH2:30][CH2:29][CH2:28]3)=[CH:21][CH:20]=4)=[C:13]3[C:9]=2[CH2:10][NH:11][C:12]3=[O:40])=[CH:4][CH:3]=1.[S:41](Cl)(=[O:44])(=[O:43])[NH2:42].O.